This data is from Reaction yield outcomes from USPTO patents with 853,638 reactions. The task is: Predict the reaction yield, written as a fraction of the theoretical maximum amount of product (1.0 means a 100% yield; for example, 0.34 means a 34% yield). The reactants are [F:1][C:2]1[CH:3]=[CH:4][C:5]([CH3:19])=[C:6]([C:8]2[CH:17]=[C:16]3[C:11]([CH:12]=[C:13]([NH2:18])[N:14]=[CH:15]3)=[CH:10][CH:9]=2)[CH:7]=1.Cl[C:21]([O:23][CH:24]([CH3:26])[CH3:25])=[O:22]. The catalyst is N1C=CC=CC=1. The product is [F:1][C:2]1[CH:3]=[CH:4][C:5]([CH3:19])=[C:6]([C:8]2[CH:17]=[C:16]3[C:11]([CH:12]=[C:13]([NH:18][C:21](=[O:22])[O:23][CH:24]([CH3:26])[CH3:25])[N:14]=[CH:15]3)=[CH:10][CH:9]=2)[CH:7]=1. The yield is 0.740.